From a dataset of Reaction yield outcomes from USPTO patents with 853,638 reactions. Predict the reaction yield, written as a fraction of the theoretical maximum amount of product (1.0 means a 100% yield; for example, 0.34 means a 34% yield). The reactants are C(OC(=O)[CH2:5][CH:6]([NH:8][CH2:9][CH:10]([C:12]([O:14]C)=O)[CH3:11])[CH3:7])C.C[O-].[Na+].CO. The catalyst is C1(C)C=CC=CC=1. The product is [CH3:7][C@H:6]1[CH2:5][C:12](=[O:14])[C@H:10]([CH3:11])[CH2:9][NH:8]1. The yield is 0.210.